From a dataset of Peptide-MHC class II binding affinity with 134,281 pairs from IEDB. Regression. Given a peptide amino acid sequence and an MHC pseudo amino acid sequence, predict their binding affinity value. This is MHC class II binding data. The peptide sequence is GELQIVDKIDAAFAI. The MHC is DRB1_0802 with pseudo-sequence DRB1_0802. The binding affinity (normalized) is 0.597.